From a dataset of Forward reaction prediction with 1.9M reactions from USPTO patents (1976-2016). Predict the product of the given reaction. Given the reactants [Br:1][C:2]1[CH:11]=[CH:10][C:5]([O:6][CH2:7][CH2:8][OH:9])=[CH:4][CH:3]=1.C(N(CC)CC)C.[Si:19](Cl)([C:22]([CH3:25])([CH3:24])[CH3:23])([CH3:21])[CH3:20], predict the reaction product. The product is: [Br:1][C:2]1[CH:11]=[CH:10][C:5]([O:6][CH2:7][CH2:8][O:9][Si:19]([C:22]([CH3:25])([CH3:24])[CH3:23])([CH3:21])[CH3:20])=[CH:4][CH:3]=1.